Dataset: Reaction yield outcomes from USPTO patents with 853,638 reactions. Task: Predict the reaction yield, written as a fraction of the theoretical maximum amount of product (1.0 means a 100% yield; for example, 0.34 means a 34% yield). The reactants are [Cl:1][C:2]1[S:3][C:4]2[CH:10]=[CH:9][CH:8]=[CH:7][C:5]=2[N:6]=1.[N+:11]([O-])([OH:13])=[O:12]. The catalyst is OS(O)(=O)=O. The product is [N+:11]([C:9]1[CH:8]=[CH:7][C:5]2[N:6]=[C:2]([Cl:1])[S:3][C:4]=2[CH:10]=1)([O-:13])=[O:12]. The yield is 0.720.